This data is from Full USPTO retrosynthesis dataset with 1.9M reactions from patents (1976-2016). The task is: Predict the reactants needed to synthesize the given product. Given the product [CH2:12]([N:5]1[C:1](=[O:11])[C:2]2=[CH:10][CH:9]=[CH:8][CH:7]=[C:3]2[C:4]1=[O:6])[OH:13], predict the reactants needed to synthesize it. The reactants are: [C:1]1(=[O:11])[NH:5][C:4](=[O:6])[C:3]2=[CH:7][CH:8]=[CH:9][CH:10]=[C:2]12.[CH2:12]=[O:13].[OH-].[Na+].